This data is from Catalyst prediction with 721,799 reactions and 888 catalyst types from USPTO. The task is: Predict which catalyst facilitates the given reaction. (1) Reactant: Cl.CC1NCCN2N=C([C:12]([F:15])([F:14])[F:13])N=C12.[C:16]([O:20][C:21]([NH:23][C@H:24]([CH2:29][C:30]1[CH:35]=[C:34]([F:36])[C:33]([F:37])=[CH:32][C:31]=1[F:38])[CH2:25][C:26]([OH:28])=O)=[O:22])([CH3:19])([CH3:18])[CH3:17].[CH:39](N(CC)C(C)C)(C)C.O[N:49]1[C:53]2[N:54]=[CH:55][CH:56]=[CH:57][C:52]=2[N:51]=[N:50]1.F[P-](F)(F)(F)(F)F.N1(OC(N(C)C)=[N+](C)C)C2N=CC=CC=2N=N1. Product: [C:16]([O:20][C:21]([NH:23][C@H:24]([CH2:29][C:30]1[CH:35]=[C:34]([F:36])[C:33]([F:37])=[CH:32][C:31]=1[F:38])[CH2:25][C:26]([N:51]1[CH2:56][CH2:55][N:54]2[CH2:39][N:50]([C:12]([F:15])([F:14])[F:13])[N:49]=[C:53]2[CH:52]1[CH3:57])=[O:28])=[O:22])([CH3:17])([CH3:18])[CH3:19]. The catalyst class is: 3. (2) Reactant: [C:1]([O:5][C:6]([N:8]1[CH2:13][CH2:12][C:11](=[CH:14][C:15]([OH:17])=O)[CH2:10][CH2:9]1)=[O:7])([CH3:4])([CH3:3])[CH3:2].ClC(OCC(C)C)=O.CN1CCOCC1.[C:33]([C:35]1[CH:36]=[C:37]([NH:41][C:42]2[C:51]3[C:46](=[CH:47][CH:48]=[C:49]([NH2:52])[CH:50]=3)[N:45]=[CH:44][N:43]=2)[CH:38]=[CH:39][CH:40]=1)#[CH:34]. Product: [C:33]([C:35]1[CH:36]=[C:37]([NH:41][C:42]2[C:51]3[C:46](=[CH:47][CH:48]=[C:49]([NH:52][C:15]([CH:14]=[C:11]4[CH2:10][CH2:9][N:8]([C:6]([O:5][C:1]([CH3:2])([CH3:3])[CH3:4])=[O:7])[CH2:13][CH2:12]4)=[O:17])[CH:50]=3)[N:45]=[CH:44][N:43]=2)[CH:38]=[CH:39][CH:40]=1)#[CH:34]. The catalyst class is: 877. (3) Reactant: [Cl:1][C:2]1[N:3]=[N:4][C:5](Cl)=[CH:6][CH:7]=1.Cl.[OH:10][CH:11]1[CH2:14][NH:13][CH2:12]1.[OH-].[Na+]. Product: [Cl:1][C:2]1[N:3]=[N:4][C:5]([N:13]2[CH2:14][CH:11]([OH:10])[CH2:12]2)=[CH:6][CH:7]=1. The catalyst class is: 6. (4) Reactant: [CH2:1]([O:8][C:9]([NH:11][C:12]1[CH:20]=[C:19]2[C:15]([C:16]3[C:24]([C:25]4[CH:30]=[CH:29][CH:28]=[CH:27][C:26]=4[F:31])=[CH:23][N:22]=[C:21]([C:32]([O:34]CC)=[O:33])[C:17]=3[NH:18]2)=[CH:14][CH:13]=1)=[O:10])[C:2]1[CH:7]=[CH:6][CH:5]=[CH:4][CH:3]=1.O.[OH-].[Li+]. Product: [CH2:1]([O:8][C:9]([NH:11][C:12]1[CH:20]=[C:19]2[C:15]([C:16]3[C:24]([C:25]4[CH:30]=[CH:29][CH:28]=[CH:27][C:26]=4[F:31])=[CH:23][N:22]=[C:21]([C:32]([OH:34])=[O:33])[C:17]=3[NH:18]2)=[CH:14][CH:13]=1)=[O:10])[C:2]1[CH:7]=[CH:6][CH:5]=[CH:4][CH:3]=1. The catalyst class is: 193.